Dataset: Forward reaction prediction with 1.9M reactions from USPTO patents (1976-2016). Task: Predict the product of the given reaction. (1) Given the reactants C(OC([N:8]1[CH2:13][CH2:12][CH:11]([N:14]2[CH:18]=[C:17]([C:19]3[CH:24]=[CH:23][N:22]=[C:21]([NH:25][C:26]([CH3:29])([CH3:28])[CH3:27])[CH:20]=3)[C:16]([C:30]3[CH:35]=[CH:34][CH:33]=[C:32]([N:36]([S:40]([C:43]4[CH:48]=[C:47]([F:49])[CH:46]=[CH:45][C:44]=4[F:50])(=[O:42])=[O:41])[CH2:37][O:38][CH3:39])[C:31]=3[F:51])=[N:15]2)[CH2:10][CH2:9]1)=O)(C)(C)C.Cl, predict the reaction product. The product is: [C:26]([NH:25][C:21]1[CH:20]=[C:19]([C:17]2[C:16]([C:30]3[C:31]([F:51])=[C:32]([N:36]([CH2:37][O:38][CH3:39])[S:40]([C:43]4[CH:48]=[C:47]([F:49])[CH:46]=[CH:45][C:44]=4[F:50])(=[O:42])=[O:41])[CH:33]=[CH:34][CH:35]=3)=[N:15][N:14]([CH:11]3[CH2:10][CH2:9][NH:8][CH2:13][CH2:12]3)[CH:18]=2)[CH:24]=[CH:23][N:22]=1)([CH3:29])([CH3:28])[CH3:27]. (2) Given the reactants [OH:1][C@H:2]([C:10]1[CH:19]=[CH:18][C:13]2[C:14](=[O:17])[O:15][CH2:16][C:12]=2[C:11]=1[CH3:20])[CH2:3][N:4]1[CH2:9][CH2:8][NH:7][CH2:6][CH2:5]1.[CH3:21][C:22]1[C:23]([CH:32]2[CH2:34][O:33]2)=[CH:24][C:25]2[CH2:29][O:28][C:27](=[O:30])[C:26]=2[CH:31]=1, predict the reaction product. The product is: [OH:1][C@H:2]([C:10]1[CH:19]=[CH:18][C:13]2[C:14](=[O:17])[O:15][CH2:16][C:12]=2[C:11]=1[CH3:20])[CH2:3][N:4]1[CH2:9][CH2:8][N:7]([CH2:34][CH:32]([OH:33])[C:23]2[C:22]([CH3:21])=[CH:31][C:26]3[C:27](=[O:30])[O:28][CH2:29][C:25]=3[CH:24]=2)[CH2:6][CH2:5]1. (3) Given the reactants C(OC([N:8]([C:12]1[S:13][CH2:14][C@@H:15]2[C@@H:20]([CH3:21])[O:19][CH2:18][C@:16]2([C:22]2[CH:27]=[C:26](Br)[CH:25]=[CH:24][C:23]=2[F:29])[N:17]=1)C([O-])=O)=O)(C)(C)C.O.[F:31][C:32]1[CH:37]=[CH:36][C:35]([F:38])=[CH:34][C:33]=1B(O)O.C(=O)([O-])[O-].[Cs+].[Cs+], predict the reaction product. The product is: [CH3:21][C@@H:20]1[C@@H:15]2[C@@:16]([C:22]3[CH:27]=[C:26]([C:36]4[CH:37]=[C:32]([F:31])[CH:33]=[CH:34][C:35]=4[F:38])[CH:25]=[CH:24][C:23]=3[F:29])([N:17]=[C:12]([NH2:8])[S:13][CH2:14]2)[CH2:18][O:19]1. (4) Given the reactants [C:1]([CH2:3]C(OCC)=O)#[N:2].[H-].[Na+].[CH3:11][O:12][C:13]1[CH:31]=[CH:30][C:16]([CH2:17][N:18]2[C:23]3[CH:24]=[CH:25][CH:26]=[CH:27][C:22]=3[C:21](=[O:28])O[C:19]2=[O:29])=[CH:15][CH:14]=1, predict the reaction product. The product is: [CH3:11][O:12][C:13]1[CH:14]=[CH:15][C:16]([CH2:17][N:18]2[C:23]3[C:22](=[CH:27][CH:26]=[CH:25][CH:24]=3)[C:21](=[O:28])[CH:3]([C:1]#[N:2])[C:19]2=[O:29])=[CH:30][CH:31]=1. (5) Given the reactants [Br:1][C:2]1[C:7]([CH3:8])=[CH:6][C:5](/[CH:9]=[CH:10]/[C:11]([O:13][CH2:14][CH3:15])=[O:12])=[CH:4][C:3]=1[CH3:16], predict the reaction product. The product is: [Br:1][C:2]1[C:7]([CH3:8])=[CH:6][C:5]([CH2:9][CH2:10][C:11]([O:13][CH2:14][CH3:15])=[O:12])=[CH:4][C:3]=1[CH3:16]. (6) Given the reactants [Br:1][C:2]1[CH:3]=[C:4]2[C:8](=[CH:9][CH:10]=1)[CH:7](O)[CH2:6][CH2:5]2.[Br:12][Si](C)(C)C, predict the reaction product. The product is: [Br:12][CH:7]1[C:8]2[C:4](=[CH:3][C:2]([Br:1])=[CH:10][CH:9]=2)[CH2:5][CH2:6]1.